This data is from Reaction yield outcomes from USPTO patents with 853,638 reactions. The task is: Predict the reaction yield, written as a fraction of the theoretical maximum amount of product (1.0 means a 100% yield; for example, 0.34 means a 34% yield). (1) The reactants are [CH3:1][N:2]1[CH:6]=[CH:5][CH:4]=[N:3]1.CN(C)CCN(C)C.C([Li])CCC.[O:20]1[CH:22]2[CH2:23][CH2:24][CH2:25][CH2:26][CH2:27][CH:21]12. The catalyst is C1COCC1. The product is [CH3:1][N:2]1[C:6]([C@H:22]2[CH2:23][CH2:24][CH2:25][CH2:26][CH2:27][C@@H:21]2[OH:20])=[CH:5][CH:4]=[N:3]1. The yield is 0.130. (2) The product is [CH3:7][CH:8]1[CH:13]=[C:12]([CH3:14])[CH2:11][CH2:10][C:9]1([CH2:15][OH:16])[CH:17]=[CH2:18]. The reactants are [H-].[H-].[H-].[H-].[Li+].[Al+3].[CH3:7][CH:8]1[CH:13]=[C:12]([CH3:14])[CH2:11][CH2:10][C:9]1([CH:17]=[CH2:18])[CH:15]=[O:16].O.[OH-].[Na+]. The catalyst is C(OCC)C. The yield is 0.760.